This data is from Reaction yield outcomes from USPTO patents with 853,638 reactions. The task is: Predict the reaction yield, written as a fraction of the theoretical maximum amount of product (1.0 means a 100% yield; for example, 0.34 means a 34% yield). No catalyst specified. The product is [P:1]([O-:24])([O-:23])([O:3][C:4]1[CH:9]=[CH:8][C:7]([C:10]2[O:11][C:12]3[C:18]([CH:19]=[CH2:20])=[CH:17][C:16]([OH:21])=[CH:15][C:13]=3[N:14]=2)=[CH:6][C:5]=1[F:22])=[O:2].[NH4+:25].[NH4+:14]. The yield is 0.980. The reactants are [P:1]([OH:24])([OH:23])([O:3][C:4]1[CH:9]=[CH:8][C:7]([C:10]2[O:11][C:12]3[C:18]([CH:19]=[CH2:20])=[CH:17][C:16]([OH:21])=[CH:15][C:13]=3[N:14]=2)=[CH:6][C:5]=1[F:22])=[O:2].[NH3:25].